From a dataset of Catalyst prediction with 721,799 reactions and 888 catalyst types from USPTO. Predict which catalyst facilitates the given reaction. (1) The catalyst class is: 3. Reactant: [CH3:1][O:2][C:3](=[O:12])[CH2:4][CH:5]1[C:9](=[O:10])[NH:8][C:7](=[O:11])[NH:6]1.[CH3:13][O:14][C:15]1[CH:22]=[CH:21][C:18]([CH2:19]Cl)=[CH:17][CH:16]=1.[O-]S([O-])(=O)=O.[Mg+2].C([O-])([O-])=O.[K+].[K+]. Product: [CH3:1][O:2][C:3](=[O:12])[CH2:4][CH:5]1[C:9](=[O:10])[N:8]([CH2:19][C:18]2[CH:21]=[CH:22][C:15]([O:14][CH3:13])=[CH:16][CH:17]=2)[C:7](=[O:11])[NH:6]1. (2) Reactant: [F:1][C:2]1[CH:7]=[C:6]([F:8])[CH:5]=[CH:4][C:3]=1[OH:9].C1C=CC(P(C2C=CC=CC=2)C2C=CC=CC=2)=CC=1.O[CH:30]1[CH2:35][CH2:34][N:33]([C:36]([O:38][C:39]([CH3:42])([CH3:41])[CH3:40])=[O:37])[CH2:32][CH2:31]1.CCOC(/N=N/C(OCC)=O)=O. Product: [F:1][C:2]1[CH:7]=[C:6]([F:8])[CH:5]=[CH:4][C:3]=1[O:9][CH:30]1[CH2:35][CH2:34][N:33]([C:36]([O:38][C:39]([CH3:42])([CH3:41])[CH3:40])=[O:37])[CH2:32][CH2:31]1. The catalyst class is: 20. (3) Reactant: [CH2:1]([C:3]1[CH:4]=[N:5][C:6]([N:9]2[CH2:14][CH2:13][CH:12]([O:15][C:16]3[CH:21]=[CH:20][NH:19][C:18](=[O:22])[CH:17]=3)[CH2:11][CH2:10]2)=[N:7][CH:8]=1)[CH3:2].[H-].[Na+].F[C:26]1[CH:31]=[CH:30][C:29]([S:32]([CH3:35])(=[O:34])=[O:33])=[CH:28][C:27]=1[F:36]. Product: [CH2:1]([C:3]1[CH:4]=[N:5][C:6]([N:9]2[CH2:10][CH2:11][CH:12]([O:15][C:16]3[CH:21]=[CH:20][N:19]([C:26]4[CH:31]=[CH:30][C:29]([S:32]([CH3:35])(=[O:34])=[O:33])=[CH:28][C:27]=4[F:36])[C:18](=[O:22])[CH:17]=3)[CH2:13][CH2:14]2)=[N:7][CH:8]=1)[CH3:2]. The catalyst class is: 3. (4) Reactant: [NH2:1][C:2]1[C:3]([C:12]([N:14]([CH2:26][CH:27]2[CH2:32][CH2:31][CH2:30][CH2:29][CH2:28]2)[CH2:15][C:16]([O:18][CH2:19][C:20]2[CH:25]=[CH:24][CH:23]=[CH:22][CH:21]=2)=[O:17])=[O:13])=[CH:4][C:5]2[C:10]([CH:11]=1)=[CH:9][CH:8]=[CH:7][CH:6]=2.C(N(CC)CC)C.[N:40]([C:43]1[C:48]([CH3:49])=[CH:47][CH:46]=[CH:45][C:44]=1[CH3:50])=[C:41]=[O:42]. Product: [CH:27]1([CH2:26][N:14]([C:12]([C:3]2[C:2]([NH:1][C:41]([NH:40][C:43]3[C:44]([CH3:50])=[CH:45][CH:46]=[CH:47][C:48]=3[CH3:49])=[O:42])=[CH:11][C:10]3[C:5](=[CH:6][CH:7]=[CH:8][CH:9]=3)[CH:4]=2)=[O:13])[CH2:15][C:16]([O:18][CH2:19][C:20]2[CH:25]=[CH:24][CH:23]=[CH:22][CH:21]=2)=[O:17])[CH2:32][CH2:31][CH2:30][CH2:29][CH2:28]1. The catalyst class is: 3. (5) Reactant: [CH3:1]C(OI1(OC(C)=O)(OC(C)=O)OC(=O)C2C1=CC=CC=2)=O.O[CH2:24][C:25]1([CH2:38][O:39][CH2:40][C:41]2[CH:46]=[CH:45][CH:44]=[CH:43][CH:42]=2)[CH2:30][CH2:29][N:28]([C:31]([O:33][C:34]([CH3:37])([CH3:36])[CH3:35])=[O:32])[CH2:27][CH2:26]1.S(=O)(O)[O-].[Na+].C(=O)([O-])O.[Na+]. Product: [CH:24]([C:25]1([CH2:38][O:39][CH2:40][C:41]2[CH:42]=[CH:43][CH:44]=[CH:45][CH:46]=2)[CH2:30][CH2:29][N:28]([C:31]([O:33][C:34]([CH3:36])([CH3:35])[CH3:37])=[O:32])[CH2:27][CH2:26]1)=[CH2:1]. The catalyst class is: 4. (6) Reactant: CO[C:3]([C:5]1[S:9][C:8]([CH2:10][CH2:11][C:12]2[C:13]([CH2:18][CH2:19][CH2:20][CH3:21])=[N:14][O:15][C:16]=2[CH3:17])=[N:7][CH:6]=1)=[O:4].[NH2:22][CH:23]([CH3:26])[CH2:24][OH:25]. Product: [OH:25][CH2:24][CH:23]([NH:22][C:3]([C:5]1[S:9][C:8]([CH2:10][CH2:11][C:12]2[C:13]([CH2:18][CH2:19][CH2:20][CH3:21])=[N:14][O:15][C:16]=2[CH3:17])=[N:7][CH:6]=1)=[O:4])[CH3:26]. The catalyst class is: 11. (7) Reactant: [CH3:1][O:2][C:3](=[O:29])[C:4]1[CH:9]=[CH:8][C:7]([C:10]#[C:11]/[CH:12]=[CH:13]/[C:14]2[CH:19]=[CH:18][C:17]([CH2:20][O:21][Si](C(C)(C)C)(C)C)=[CH:16][CH:15]=2)=[CH:6][CH:5]=1. Product: [CH3:1][O:2][C:3](=[O:29])[C:4]1[CH:5]=[CH:6][C:7]([C:10]#[C:11]/[CH:12]=[CH:13]/[C:14]2[CH:15]=[CH:16][C:17]([CH2:20][OH:21])=[CH:18][CH:19]=2)=[CH:8][CH:9]=1. The catalyst class is: 1. (8) Reactant: [O:1]1[CH2:6][CH2:5][N:4]([CH2:7][C:8]2[CH:9]=[C:10]([CH:12]=[CH:13][CH:14]=2)[NH2:11])[CH2:3][CH2:2]1.C(Cl)(=O)O[C:17]1[CH:22]=[CH:21][C:20]([N+:23]([O-:25])=[O:24])=[CH:19][CH:18]=1.NC1C=CC([NH:35][C:36](=O)[O:37]C(C)(C)C)=CC=1.O. Product: [O:1]1[CH2:2][CH2:3][N:4]([CH2:7][C:8]2[CH:9]=[C:10]([NH:11][C:36]([NH:35][C:17]3[CH:18]=[CH:19][C:20]([N+:23]([O-:25])=[O:24])=[CH:21][CH:22]=3)=[O:37])[CH:12]=[CH:13][CH:14]=2)[CH2:5][CH2:6]1. The catalyst class is: 56. (9) Reactant: S(Cl)([Cl:3])=O.O[CH2:6][C@@H:7]1[C@@H:11]([CH3:12])[O:10][C:9](=[O:13])[NH:8]1. Product: [Cl:3][CH2:6][C@@H:7]1[C@@H:11]([CH3:12])[O:10][C:9](=[O:13])[NH:8]1. The catalyst class is: 17. (10) Reactant: [H-].C([Al+]CC(C)C)C(C)C.[CH3:11][O:12][C:13]1[CH:18]=[CH:17][CH:16]=[C:15]([N+:19]([O-:21])=[O:20])[C:14]=1[CH2:22][C:23]([O-])=[O:24].Cl. Product: [CH3:11][O:12][C:13]1[CH:18]=[CH:17][CH:16]=[C:15]([N+:19]([O-:21])=[O:20])[C:14]=1[CH2:22][CH2:23][OH:24]. The catalyst class is: 359.